This data is from Catalyst prediction with 721,799 reactions and 888 catalyst types from USPTO. The task is: Predict which catalyst facilitates the given reaction. (1) Reactant: Br[C:2]1[C:10]2[C:5](=[CH:6][CH:7]=[CH:8][CH:9]=2)[N:4]2[C:11]3[CH:12]=[CH:13][CH:14]=[CH:15][C:16]=3[C:17]([CH3:19])([CH3:18])[C:3]=12.[C:20]1([C:26]2[N:31]=[C:30]([C:32]3[CH:37]=[CH:36][CH:35]=[CH:34][CH:33]=3)[N:29]=[C:28]([C:38]3[CH:43]=[CH:42][CH:41]=[C:40](B4OC(C)(C)C(C)(C)O4)[CH:39]=3)[N:27]=2)[CH:25]=[CH:24][CH:23]=[CH:22][CH:21]=1.C(=O)([O-])[O-].[Na+].[Na+]. Product: [C:38]1([C:28]2[N:27]=[C:26]([C:20]3[CH:25]=[CH:24][CH:23]=[CH:22][CH:21]=3)[N:31]=[C:30]([C:32]3[CH:37]=[C:36]([C:2]4[C:10]5[C:5](=[CH:6][CH:7]=[CH:8][CH:9]=5)[N:4]5[C:11]6[CH:12]=[CH:13][CH:14]=[CH:15][C:16]=6[C:17]([CH3:18])([CH3:19])[C:3]=45)[CH:35]=[CH:34][CH:33]=3)[N:29]=2)[CH:43]=[CH:42][CH:41]=[CH:40][CH:39]=1. The catalyst class is: 104. (2) Reactant: [Cl:1][C:2]1[CH:7]=[CH:6][CH:5]=[CH:4][C:3]=1[C:8]([C:11]1[N:12]([C:21]2[CH:26]=[CH:25][C:24]([C:27]3[CH:32]=[CH:31][CH:30]=[C:29]([S:33]([CH3:36])(=[O:35])=[O:34])[CH:28]=3)=[CH:23][CH:22]=2)[CH:13]=[C:14]([CH:16]2[CH2:20][CH2:19][CH2:18][NH:17]2)[N:15]=1)([CH3:10])[CH3:9].CO.C=O.[BH3-][C:42]#N.[Na+]. Product: [Cl:1][C:2]1[CH:7]=[CH:6][CH:5]=[CH:4][C:3]=1[C:8]([C:11]1[N:12]([C:21]2[CH:26]=[CH:25][C:24]([C:27]3[CH:32]=[CH:31][CH:30]=[C:29]([S:33]([CH3:36])(=[O:35])=[O:34])[CH:28]=3)=[CH:23][CH:22]=2)[CH:13]=[C:14]([CH:16]2[CH2:20][CH2:19][CH2:18][N:17]2[CH3:42])[N:15]=1)([CH3:10])[CH3:9]. The catalyst class is: 52. (3) Reactant: [N+:1]([C:4]1[CH:9]=[C:8]([C:10]#[N:11])[CH:7]=[CH:6][C:5]=1[C:12]1[CH:17]=[CH:16][CH:15]=[CH:14][CH:13]=1)([O-])=O.C1(P(C2C=CC=CC=2)C2C=CC=CC=2)C=CC=CC=1.ClC1C=CC=CC=1Cl. Product: [CH:9]1[C:4]2[NH:1][C:17]3[C:12](=[CH:13][CH:14]=[CH:15][CH:16]=3)[C:5]=2[CH:6]=[CH:7][C:8]=1[C:10]#[N:11]. The catalyst class is: 11. (4) Reactant: [C:1]([O:5][C:6]([N:8]1[CH2:13][CH2:12][N:11]([C:14]([C:16]2[CH:21]=[CH:20][C:19](B(O)O)=[CH:18][C:17]=2[F:25])=[O:15])[CH2:10][C@@H:9]1[CH3:26])=[O:7])([CH3:4])([CH3:3])[CH3:2].Br[C:28]1[CH:37]=[CH:36][C:31]2[N:32]([CH3:35])[CH:33]=[N:34][C:30]=2[CH:29]=1.C(=O)([O-])[O-].[Na+].[Na+].C(O)C. Product: [F:25][C:17]1[CH:18]=[C:19]([C:28]2[CH:37]=[CH:36][C:31]3[N:32]([CH3:35])[CH:33]=[N:34][C:30]=3[CH:29]=2)[CH:20]=[CH:21][C:16]=1[C:14]([N:11]1[CH2:12][CH2:13][N:8]([C:6]([O:5][C:1]([CH3:4])([CH3:3])[CH3:2])=[O:7])[C@@H:9]([CH3:26])[CH2:10]1)=[O:15]. The catalyst class is: 398. (5) Reactant: [F:1][C:2]1[CH:7]=[CH:6][C:5]([O:8][CH3:9])=[CH:4][C:3]=1[C:10]1[CH:15]=[CH:14][C:13]([O:16][CH2:17][C:18]2[CH:23]=[CH:22][C:21]([O:24][CH3:25])=[CH:20][CH:19]=2)=[CH:12][C:11]=1[CH:26]([OH:32])[C:27]([CH3:31])([CH3:30])[CH2:28][CH3:29].[OH-].[Na+].I[CH3:36]. Product: [F:1][C:2]1[CH:7]=[CH:6][C:5]([O:8][CH3:9])=[CH:4][C:3]=1[C:10]1[CH:15]=[CH:14][C:13]([O:16][CH2:17][C:18]2[CH:23]=[CH:22][C:21]([O:24][CH3:25])=[CH:20][CH:19]=2)=[CH:12][C:11]=1[CH:26]([O:32][CH3:36])[C:27]([CH3:31])([CH3:30])[CH2:28][CH3:29]. The catalyst class is: 3. (6) Reactant: [CH3:1][O:2][C:3]1[CH:8]=[CH:7][C:6]([CH2:9][C:10]#[N:11])=[C:5]([N+:12]([O-:14])=[O:13])[CH:4]=1.Br[CH2:16][C:17]([O:19][CH2:20][CH3:21])=[O:18].C([O-])([O-])=O.[K+].[K+].O. Product: [C:10]([CH:9]([C:6]1[CH:7]=[CH:8][C:3]([O:2][CH3:1])=[CH:4][C:5]=1[N+:12]([O-:14])=[O:13])[CH2:16][C:17]([O:19][CH2:20][CH3:21])=[O:18])#[N:11]. The catalyst class is: 3.